Dataset: Reaction yield outcomes from USPTO patents with 853,638 reactions. Task: Predict the reaction yield, written as a fraction of the theoretical maximum amount of product (1.0 means a 100% yield; for example, 0.34 means a 34% yield). (1) The reactants are [ClH:1].[N:2]1[C:11]2[C:6](=[CH:7][CH:8]=[CH:9][CH:10]=2)[CH:5]=[CH:4][C:3]=1[C:12]#[C:13][C:14]1[CH:19]=[CH:18][CH:17]=[CH:16][C:15]=1[OH:20]. The catalyst is C(OCC)C. The product is [ClH:1].[N:2]1[C:11]2[C:6](=[CH:7][CH:8]=[CH:9][CH:10]=2)[CH:5]=[CH:4][C:3]=1[C:12]#[C:13][C:14]1[CH:19]=[CH:18][CH:17]=[CH:16][C:15]=1[OH:20]. The yield is 0.850. (2) The reactants are [F:1][C:2]1[CH:7]=[CH:6][C:5]([C:8]2[C:9]([N:14]3[CH2:19][CH2:18][NH:17][CH2:16][CH2:15]3)=[N:10][CH:11]=[CH:12][N:13]=2)=[CH:4][CH:3]=1.[OH:20][CH2:21][CH2:22][N:23]1[CH:27]=[C:26]([CH:28]=O)[CH:25]=[N:24]1.C(O[BH-](OC(=O)C)OC(=O)C)(=O)C.[Na+].[Cl:44]CCCl. No catalyst specified. The product is [ClH:44].[F:1][C:2]1[CH:7]=[CH:6][C:5]([C:8]2[C:9]([N:14]3[CH2:15][CH2:16][N:17]([CH2:28][C:26]4[CH:25]=[N:24][N:23]([CH2:22][CH2:21][OH:20])[CH:27]=4)[CH2:18][CH2:19]3)=[N:10][CH:11]=[CH:12][N:13]=2)=[CH:4][CH:3]=1. The yield is 0.620. (3) The reactants are [Cl:1][C:2]1[N:11]=[C:10](Cl)[C:9]2[C:4](=[C:5]([O:14][CH3:15])[C:6]([CH3:13])=[CH:7][CH:8]=2)[N:3]=1.CCN(C(C)C)C(C)C.[H][H].O. The catalyst is CCOC(C)=O.[Pd]. The product is [Cl:1][C:2]1[N:11]=[CH:10][C:9]2[C:4](=[C:5]([O:14][CH3:15])[C:6]([CH3:13])=[CH:7][CH:8]=2)[N:3]=1. The yield is 0.675.